Dataset: Full USPTO retrosynthesis dataset with 1.9M reactions from patents (1976-2016). Task: Predict the reactants needed to synthesize the given product. (1) The reactants are: C([O:5][C:6]([C:8]1[C:13]([O:14][CH2:15][C:16]2[CH:21]=[CH:20][CH:19]=[CH:18][CH:17]=2)=[C:12]([OH:22])[N:11]=[C:10]([CH2:23][C:24]2([C:29]3[CH:34]=[CH:33][CH:32]=[CH:31][CH:30]=3)[CH2:28][CH2:27][CH2:26][CH2:25]2)[N:9]=1)=[O:7])(C)(C)C.C(OC1C(C(O)=O)=NC(CC2C=CC=CC=2C2C=CC=CC=2)=NC=1O)C1C=CC=CC=1. Given the product [CH2:15]([O:14][C:13]1[C:8]([C:6]([OH:7])=[O:5])=[N:9][C:10]([CH2:23][C:24]2([C:29]3[CH:34]=[CH:33][CH:32]=[CH:31][CH:30]=3)[CH2:25][CH2:26][CH2:27][CH2:28]2)=[N:11][C:12]=1[OH:22])[C:16]1[CH:21]=[CH:20][CH:19]=[CH:18][CH:17]=1, predict the reactants needed to synthesize it. (2) The reactants are: [NH2:1][C:2]1([C:21](O)=[O:22])[CH2:6][CH:5]([C:7]2[CH:12]=[CH:11][C:10]([CH2:13][CH2:14][CH2:15][CH2:16][CH2:17][CH2:18][CH2:19][CH3:20])=[CH:9][CH:8]=2)[O:4][CH2:3]1.[H-].[Al+3].[Li+].[H-].[H-].[H-]. Given the product [NH2:1][C:2]1([CH2:21][OH:22])[CH2:6][CH:5]([C:7]2[CH:12]=[CH:11][C:10]([CH2:13][CH2:14][CH2:15][CH2:16][CH2:17][CH2:18][CH2:19][CH3:20])=[CH:9][CH:8]=2)[O:4][CH2:3]1, predict the reactants needed to synthesize it. (3) Given the product [NH2:19][C:10]1[C:9]2[N:8]=[C:7]([CH2:20][CH2:21][O:22][CH3:23])[N:6]([CH2:5][CH2:4][CH2:3][CH2:2][NH:1][C:34]([C:31]3[CH:30]=[CH:29][C:28]([CH2:27][CH2:26][CH2:25][CH3:24])=[CH:33][N:32]=3)=[O:35])[C:18]=2[C:17]2[CH:16]=[CH:15][CH:14]=[CH:13][C:12]=2[N:11]=1, predict the reactants needed to synthesize it. The reactants are: [NH2:1][CH2:2][CH2:3][CH2:4][CH2:5][N:6]1[C:18]2[C:17]3[CH:16]=[CH:15][CH:14]=[CH:13][C:12]=3[N:11]=[C:10]([NH2:19])[C:9]=2[N:8]=[C:7]1[CH2:20][CH2:21][O:22][CH3:23].[CH3:24][CH2:25][CH2:26][CH2:27][C:28]1[CH:29]=[CH:30][C:31]([C:34](O)=[O:35])=[N:32][CH:33]=1. (4) Given the product [CH3:1][N:2]1[C:10]2[C:5](=[CH:6][CH:7]=[CH:8][CH:9]=2)[C:4]([CH3:11])=[C:3]1[C:12]([NH:14][C@H:15]([C:19]([NH:21][CH:22]([C:31](=[O:43])[CH2:32][O:33][CH2:34][C:35]1[C:40]([Cl:41])=[CH:39][CH:38]=[CH:37][C:36]=1[Cl:42])[CH2:23][C:24]([OH:26])=[O:25])=[O:20])[CH:16]([CH3:18])[CH3:17])=[O:13], predict the reactants needed to synthesize it. The reactants are: [CH3:1][N:2]1[C:10]2[C:5](=[CH:6][CH:7]=[CH:8][CH:9]=2)[C:4]([CH3:11])=[C:3]1[C:12]([NH:14][C@H:15]([C:19]([NH:21][CH:22]([C:31](=[O:43])[CH2:32][O:33][CH2:34][C:35]1[C:40]([Cl:41])=[CH:39][CH:38]=[CH:37][C:36]=1[Cl:42])[CH2:23][C:24]([O:26]C(C)(C)C)=[O:25])=[O:20])[CH:16]([CH3:18])[CH3:17])=[O:13].C(O)(C(F)(F)F)=O. (5) The reactants are: [CH3:1][C@H:2]1[NH:7][C@@H:6]([CH3:8])[CH2:5][N:4]([CH2:9][C:10]([NH:12][C:13]2[CH:18]=[CH:17][CH:16]=[C:15]([F:19])[C:14]=2[CH3:20])=[O:11])[CH2:3]1.[CH3:21][S:22]([C:25]1[CH:30]=[CH:29][CH:28]=[CH:27][C:26]=1[S:31](Cl)(=[O:33])=[O:32])(=[O:24])=[O:23]. Given the product [CH3:21][S:22]([C:25]1[CH:30]=[CH:29][CH:28]=[CH:27][C:26]=1[S:31]([N:7]1[C@@H:2]([CH3:1])[CH2:3][N:4]([CH2:9][C:10]([NH:12][C:13]2[CH:18]=[CH:17][CH:16]=[C:15]([F:19])[C:14]=2[CH3:20])=[O:11])[CH2:5][C@H:6]1[CH3:8])(=[O:33])=[O:32])(=[O:24])=[O:23], predict the reactants needed to synthesize it. (6) Given the product [F:12][C:9]1[CH:10]=[C:11]2[C:6](=[CH:7][CH:8]=1)[N:5]=[CH:4][CH:3]=[C:2]2[N:23]1[CH2:24][CH2:25][CH:20]([NH2:19])[CH2:21][CH2:22]1, predict the reactants needed to synthesize it. The reactants are: Br[C:2]1[C:11]2[C:6](=[CH:7][CH:8]=[C:9]([F:12])[CH:10]=2)[N:5]=[CH:4][CH:3]=1.C(OC(=O)[NH:19][CH:20]1[CH2:25][CH2:24][NH:23][CH2:22][CH2:21]1)(C)(C)C.